This data is from Catalyst prediction with 721,799 reactions and 888 catalyst types from USPTO. The task is: Predict which catalyst facilitates the given reaction. (1) Reactant: [N+:1]([C:4]1[CH:5]=[CH:6][C:7]2[O:18][CH:10]3[CH2:11][N:12]([C:15](=[O:17])[CH3:16])[CH2:13][CH2:14][CH:9]3[C:8]=2[CH:19]=1)([O-])=O. Product: [NH2:1][C:4]1[CH:5]=[CH:6][C:7]2[O:18][CH:10]3[CH2:11][N:12]([C:15](=[O:17])[CH3:16])[CH2:13][CH2:14][CH:9]3[C:8]=2[CH:19]=1. The catalyst class is: 19. (2) Product: [NH2:23][C:24]1[C:32]([Cl:33])=[CH:31][CH:30]=[CH:29][C:25]=1[C:26]([NH2:3])=[O:27]. Reactant: CC[N:3]=C=NCCCN(C)C.Cl.ON1C2C=CC=CC=2N=N1.[NH2:23][C:24]1[C:32]([Cl:33])=[CH:31][CH:30]=[CH:29][C:25]=1[C:26](O)=[O:27].O.N. The catalyst class is: 18. (3) Reactant: [CH:1]([C:3]1[C:11]2[C:6](=[CH:7][CH:8]=[C:9]([C:12]([O:14][CH3:15])=[O:13])[CH:10]=2)[NH:5][CH:4]=1)=[O:2].[BH4-].[Na+]. Product: [OH:2][CH2:1][C:3]1[C:11]2[C:6](=[CH:7][CH:8]=[C:9]([C:12]([O:14][CH3:15])=[O:13])[CH:10]=2)[NH:5][CH:4]=1. The catalyst class is: 5.